From a dataset of Tyrosyl-DNA phosphodiesterase HTS with 341,365 compounds. Binary Classification. Given a drug SMILES string, predict its activity (active/inactive) in a high-throughput screening assay against a specified biological target. (1) The compound is Clc1cc(c(N(S(=O)(=O)C)CC(=O)NCCSCc2occc2)cc1)C. The result is 0 (inactive). (2) The compound is Clc1nc2c(c(C(=O)N3CCN(S(=O)(=O)c4cc(ccc4)C(F)(F)F)CC3)c1)cccc2. The result is 0 (inactive). (3) The drug is o1c(c(c2c(cc(OC)c(OC)c2)c1=O)c1ccc(OC)cc1)c1ccc(cc1)C#N. The result is 0 (inactive). (4) The molecule is S=C(NCCOc1cc(ccc1)C)NC(=O)c1cccnc1. The result is 0 (inactive). (5) The drug is O(C(=O)CCc1c(N2CCCC2)n2c(nc3c2cccc3)c(c1C)C#N)C. The result is 0 (inactive). (6) The drug is O(C(=O)c1c(n(c(c1)c1ccccc1)CC(=O)Nc1cc(OC)cc(OC)c1)C)CC. The result is 0 (inactive). (7) The result is 0 (inactive). The molecule is Clc1cc(OCCOC(=O)c2cc(S(=O)(=O)N3CCOCC3)c(cc2)C)ccc1.